This data is from Full USPTO retrosynthesis dataset with 1.9M reactions from patents (1976-2016). The task is: Predict the reactants needed to synthesize the given product. (1) Given the product [Br:1][C:2]1[CH:3]=[C:4]([N+:20]([O-:22])=[O:21])[C:5]([C:8]2[CH:9]=[C:10]([CH2:37][C:38]([O:40][CH3:41])=[O:39])[CH:11]=[CH:12][CH:13]=2)=[N:6][CH:7]=1, predict the reactants needed to synthesize it. The reactants are: [Br:1][C:2]1[CH:3]=[C:4]([N+:20]([O-:22])=[O:21])[C:5]([C:8]2[CH:13]=[CH:12][C:11](CC(OCC)=O)=[CH:10][CH:9]=2)=[N:6][CH:7]=1.CC1(C)C(C)(C)OB(C2C=C([CH2:37][C:38]([O:40][CH3:41])=[O:39])C=CC=2)O1.BrC1C([N+]([O-])=O)=CC(Br)=CN=1. (2) Given the product [CH3:8][N:9]([CH3:13])[C:10]([C:2]1[CH:3]=[N:4][CH:5]=[CH:6][CH:7]=1)=[S:11], predict the reactants needed to synthesize it. The reactants are: O[C:2]1[CH:3]=[N:4][CH:5]=[CH:6][CH:7]=1.[CH3:8][N:9]([CH3:13])[C:10](Cl)=[S:11].CCOCC. (3) The reactants are: [CH:1]([N:4]1[CH2:9][CH2:8][CH:7]([O:10][C:11]2[CH:16]=[CH:15][C:14]([C:17]3([CH2:23][NH2:24])[CH2:22][CH2:21][O:20][CH2:19][CH2:18]3)=[CH:13][CH:12]=2)[CH2:6][CH2:5]1)([CH3:3])[CH3:2].Cl[C:26]1[N:31]=[CH:30][CH:29]=[CH:28][N:27]=1.C(N(CC)C(C)C)(C)C. Given the product [NH3:4].[CH:1]([N:4]1[CH2:9][CH2:8][CH:7]([O:10][C:11]2[CH:16]=[CH:15][C:14]([C:17]3([CH2:23][NH:24][C:26]4[N:31]=[CH:30][CH:29]=[CH:28][N:27]=4)[CH2:18][CH2:19][O:20][CH2:21][CH2:22]3)=[CH:13][CH:12]=2)[CH2:6][CH2:5]1)([CH3:3])[CH3:2], predict the reactants needed to synthesize it. (4) Given the product [I:19][C:10]1[S:11][CH:12]=[CH:13][C:9]=1[NH:8][C:6]([O:5][C:1]([CH3:4])([CH3:2])[CH3:3])=[O:7], predict the reactants needed to synthesize it. The reactants are: [C:1]([O:5][C:6]([NH:8][C:9]1[CH:13]=[CH:12][S:11][CH:10]=1)=[O:7])([CH3:4])([CH3:3])[CH3:2].CC([O-])=O.[Na+].[I:19]Cl. (5) Given the product [NH2:29][CH2:28][C:27]([N:24]1[CH2:23][CH2:22][C:21]2[CH:38]=[CH:39][C:18]([C:15]3[N:14]=[C:13]([C:5]4[CH:4]=[C:3]([C:1]#[N:2])[C:8]([NH:9][CH2:10][CH2:11][CH3:12])=[N:7][CH:6]=4)[O:17][N:16]=3)=[CH:19][C:20]=2[CH2:26][CH2:25]1)=[O:37], predict the reactants needed to synthesize it. The reactants are: [C:1]([C:3]1[CH:4]=[C:5]([C:13]2[O:17][N:16]=[C:15]([C:18]3[CH:39]=[CH:38][C:21]4[CH2:22][CH2:23][N:24]([C:27](=[O:37])[CH2:28][NH:29]C(=O)OC(C)(C)C)[CH2:25][CH2:26][C:20]=4[CH:19]=3)[N:14]=2)[CH:6]=[N:7][C:8]=1[NH:9][CH2:10][CH2:11][CH3:12])#[N:2].Cl. (6) Given the product [CH3:29][O:30][C:31](=[O:39])[C:32]1[CH:37]=[CH:36][C:35]([NH:38][C:8](=[O:9])[CH:7]([N:11]2[C:16](=[O:17])[CH:15]=[C:14]([O:18][C:19]3[C:24]4[CH2:25][CH2:26][CH2:27][CH2:28][C:23]=4[CH:22]=[CH:21][CH:20]=3)[CH:13]=[N:12]2)[CH2:6][CH:1]2[CH2:2][CH2:3][CH2:4][CH2:5]2)=[N:34][CH:33]=1, predict the reactants needed to synthesize it. The reactants are: [CH:1]1([CH2:6][CH:7]([N:11]2[C:16](=[O:17])[CH:15]=[C:14]([O:18][C:19]3[C:28]4[CH2:27][CH2:26][CH2:25][CH2:24][C:23]=4[CH:22]=[CH:21][CH:20]=3)[CH:13]=[N:12]2)[C:8](O)=[O:9])[CH2:5][CH2:4][CH2:3][CH2:2]1.[CH3:29][O:30][C:31](=[O:39])[C:32]1[CH:37]=[CH:36][C:35]([NH2:38])=[N:34][CH:33]=1.